Dataset: Full USPTO retrosynthesis dataset with 1.9M reactions from patents (1976-2016). Task: Predict the reactants needed to synthesize the given product. (1) Given the product [CH3:38][C:36](=[CH2:37])[CH2:35][O:34][C@@H:19]1[C@@H:20]([O:29][CH2:30][C:31]([CH3:33])=[CH2:32])[C@@H:21]([CH2:22][O:23][CH2:24][C:25]([CH3:27])=[CH2:26])[O:28][C:13](=[O:15])[C@@H:12]([NH:11][C:9](=[O:10])[O:8][CH2:1][C:2]2[CH:3]=[CH:4][CH:5]=[CH:6][CH:7]=2)[CH2:16][O:17][CH2:18]1.[CH3:38][C:36](=[CH2:37])[CH2:35][O:34][C@@H:19]1[C@@H:20]([O:29][CH2:30][C:31]([CH3:33])=[CH2:32])[C@@H:21]([CH2:22][O:23][CH2:24][C:25]([CH3:27])=[CH2:26])[O:28][C:13](=[O:14])[C@H:12]([NH:11][C:9](=[O:10])[O-:8])[CH2:16][O:17][CH2:18]1, predict the reactants needed to synthesize it. The reactants are: [CH2:1]([O:8][C:9]([NH:11][C@@H:12]([CH2:16][O:17][CH2:18][C@H:19]([O:34][CH2:35][C:36]([CH3:38])=[CH2:37])[C@@H:20]([O:29][CH2:30][C:31]([CH3:33])=[CH2:32])[C@H:21]([OH:28])[CH2:22][O:23][CH2:24][C:25]([CH3:27])=[CH2:26])[C:13]([OH:15])=[O:14])=[O:10])[C:2]1[CH:7]=[CH:6][CH:5]=[CH:4][CH:3]=1.CC1C=CC=C([N+]([O-])=O)C=1C(OC(C1C([N+]([O-])=O)=CC=CC=1C)=O)=O. (2) Given the product [Cl:22][C:14]1[CH:13]=[C:12]([CH:4]([O:5][CH:6]2[CH2:11][CH2:10][CH2:9][CH:8]=[CH:7]2)[C:3]([OH:23])=[O:2])[CH:17]=[CH:16][C:15]=1[S:18]([CH3:21])(=[O:20])=[O:19], predict the reactants needed to synthesize it. The reactants are: C[O:2][C:3](=[O:23])[CH:4]([C:12]1[CH:17]=[CH:16][C:15]([S:18]([CH3:21])(=[O:20])=[O:19])=[C:14]([Cl:22])[CH:13]=1)[O:5][CH:6]1[CH2:11][CH2:10][CH2:9][CH:8]=[CH:7]1.[OH-].[K+]. (3) Given the product [NH2:1][C:2]1([C:9]2[CH:14]=[CH:13][C:12]([O:15][CH3:16])=[CH:11][CH:10]=2)[CH2:7][CH2:6][CH:5]([N:17]2[CH2:20][CH:19]([NH:21][C:22]([CH2:24][NH:25][C:26](=[O:37])[C:27]3[CH:32]=[CH:31][CH:30]=[C:29]([C:33]([F:36])([F:34])[F:35])[CH:28]=3)=[O:23])[CH2:18]2)[CH2:4][CH2:3]1, predict the reactants needed to synthesize it. The reactants are: [NH2:1][C:2]1([C:9]2[CH:14]=[CH:13][C:12]([O:15][CH3:16])=[CH:11][CH:10]=2)[CH2:7][CH2:6][C:5](=O)[CH2:4][CH2:3]1.[NH:17]1[CH2:20][CH:19]([NH:21][C:22]([CH2:24][NH:25][C:26](=[O:37])[C:27]2[CH:32]=[CH:31][CH:30]=[C:29]([C:33]([F:36])([F:35])[F:34])[CH:28]=2)=[O:23])[CH2:18]1. (4) Given the product [NH2:31][C:23]1[N:22]=[CH:21][C:20]([CH2:19][N:4]2[C:5]([CH3:18])=[CH:6][C:7]([O:8][CH2:9][C:10]3[CH:15]=[CH:14][C:13]([F:16])=[CH:12][C:11]=3[F:17])=[C:2]([Br:1])[C:3]2=[O:30])=[CH:25][N:24]=1, predict the reactants needed to synthesize it. The reactants are: [Br:1][C:2]1[C:3](=[O:30])[N:4]([CH2:19][C:20]2[CH:21]=[N:22][C:23](S(C)(=O)=O)=[N:24][CH:25]=2)[C:5]([CH3:18])=[CH:6][C:7]=1[O:8][CH2:9][C:10]1[CH:15]=[CH:14][C:13]([F:16])=[CH:12][C:11]=1[F:17].[NH3:31]. (5) Given the product [OH:3][CH2:4][CH:5]([N:8]1[CH2:14][CH2:13][C:12]2[CH:15]=[CH:16][C:17]([C:20]3[N:24]=[C:23]([C:25]4[CH:26]=[C:27]([C:35]#[N:36])[C:28]([NH:31][CH2:32][CH2:33][CH3:34])=[N:29][CH:30]=4)[O:22][N:21]=3)=[C:18]([CH3:19])[C:11]=2[CH2:10][CH2:9]1)[CH2:6][OH:7], predict the reactants needed to synthesize it. The reactants are: CC1(C)[O:7][CH2:6][CH:5]([N:8]2[CH2:14][CH2:13][C:12]3[CH:15]=[CH:16][C:17]([C:20]4[N:24]=[C:23]([C:25]5[CH:26]=[C:27]([C:35]#[N:36])[C:28]([NH:31][CH2:32][CH2:33][CH3:34])=[N:29][CH:30]=5)[O:22][N:21]=4)=[C:18]([CH3:19])[C:11]=3[CH2:10][CH2:9]2)[CH2:4][O:3]1.Cl. (6) Given the product [Cl:25][C:22]1[S:21][C:20]([C:18]([CH:15]2[CH2:16][CH2:17][N:12]([CH2:11][CH2:10][C@H:7]3[CH2:8][CH2:9][C@H:4]([NH:3][C:35]([C:33]4[CH:32]=[CH:31][C:30]5[O:26][CH2:27][O:28][C:29]=5[CH:34]=4)=[O:36])[CH2:5][CH2:6]3)[CH2:13][CH2:14]2)=[O:19])=[CH:24][CH:23]=1, predict the reactants needed to synthesize it. The reactants are: Cl.Cl.[NH2:3][C@H:4]1[CH2:9][CH2:8][C@H:7]([CH2:10][CH2:11][N:12]2[CH2:17][CH2:16][CH:15]([C:18]([C:20]3[S:21][C:22]([Cl:25])=[CH:23][CH:24]=3)=[O:19])[CH2:14][CH2:13]2)[CH2:6][CH2:5]1.[O:26]1[C:30]2[CH:31]=[CH:32][C:33]([C:35](O)=[O:36])=[CH:34][C:29]=2[O:28][CH2:27]1. (7) Given the product [Si:11]([O:3][CH2:2][CH2:1][OH:4])([C:7]([CH3:10])([CH3:9])[CH3:8])([CH3:13])[CH3:12], predict the reactants needed to synthesize it. The reactants are: [CH2:1]([OH:4])[CH2:2][OH:3].[H-].[Na+].[C:7]([Si:11](Cl)([CH3:13])[CH3:12])([CH3:10])([CH3:9])[CH3:8]. (8) Given the product [F:13][C:5]1[CH:4]=[C:3]([O:2][CH3:1])[C:10]([OH:11])=[CH:9][C:6]=1[CH:7]=[O:8], predict the reactants needed to synthesize it. The reactants are: [CH3:1][O:2][C:3]1[C:10]([O:11]C)=[CH:9][C:6]([CH:7]=[O:8])=[C:5]([F:13])[CH:4]=1. (9) Given the product [S:2]([C:5]1[CH:32]=[C:8]2[CH2:9][N:10]([C:14]([O:16][CH2:17][C:18]3[CH:23]=[C:22]([C:24]([F:27])([F:26])[F:25])[CH:21]=[C:20]([C:28]([F:31])([F:30])[F:29])[CH:19]=3)=[O:15])[CH2:11][CH2:12][CH2:13][N:7]2[N:6]=1)(=[O:4])(=[O:3])[NH2:33], predict the reactants needed to synthesize it. The reactants are: Cl[S:2]([C:5]1[CH:32]=[C:8]2[CH2:9][N:10]([C:14]([O:16][CH2:17][C:18]3[CH:23]=[C:22]([C:24]([F:27])([F:26])[F:25])[CH:21]=[C:20]([C:28]([F:31])([F:30])[F:29])[CH:19]=3)=[O:15])[CH2:11][CH2:12][CH2:13][N:7]2[N:6]=1)(=[O:4])=[O:3].[NH3:33]. (10) Given the product [Cl:31][C:28]1[CH:29]=[CH:30][C:25]([CH:10]2[C:5]3[N:6]([CH:7]([CH3:9])[CH3:8])[C:2]([CH:32]4[CH2:34][CH2:33]4)=[N:3][C:4]=3[C:12](=[O:13])[N:11]2[C:14]2[CH:15]=[C:16]([CH3:24])[C:17]3[N:18]([C:20]([CH3:23])=[N:21][N:22]=3)[CH:19]=2)=[CH:26][CH:27]=1, predict the reactants needed to synthesize it. The reactants are: Br[C:2]1[N:6]([CH:7]([CH3:9])[CH3:8])[C:5]2[CH:10]([C:25]3[CH:30]=[CH:29][C:28]([Cl:31])=[CH:27][CH:26]=3)[N:11]([C:14]3[CH:15]=[C:16]([CH3:24])[C:17]4[N:18]([C:20]([CH3:23])=[N:21][N:22]=4)[CH:19]=3)[C:12](=[O:13])[C:4]=2[N:3]=1.[CH:32]1([B-](F)(F)F)[CH2:34][CH2:33]1.[K+].CC(OC1C=CC=C(OC(C)C)C=1C1C(P(C2CCCCC2)C2CCCCC2)=CC=CC=1)C.[O-]P([O-])([O-])=O.[K+].[K+].[K+].